Dataset: Forward reaction prediction with 1.9M reactions from USPTO patents (1976-2016). Task: Predict the product of the given reaction. (1) Given the reactants [Br:1][CH2:2][CH2:3][CH3:4].[Mg].I[C:7]1[CH:12]=[CH:11][C:10](Br)=[CH:9][CH:8]=1, predict the reaction product. The product is: [Br:1][C:2]1[CH:12]=[CH:7][C:8]([CH2:9][CH2:10][CH3:11])=[CH:4][CH:3]=1. (2) Given the reactants [CH3:1][C:2]1[O:6][N:5]=[C:4]([C:7]2[CH:12]=[CH:11][CH:10]=[CH:9][CH:8]=2)[C:3]=1[C:13]1[O:14][C:15]([C:18]2[CH:23]=[CH:22][CH:21]=[CH:20][C:19]=2[N+:24]([O-])=O)=[N:16][N:17]=1.Cl.O.O.[Sn](Cl)Cl.C(=O)([O-])[O-].[Na+].[Na+], predict the reaction product. The product is: [CH3:1][C:2]1[O:6][N:5]=[C:4]([C:7]2[CH:12]=[CH:11][CH:10]=[CH:9][CH:8]=2)[C:3]=1[C:13]1[O:14][C:15]([C:18]2[CH:23]=[CH:22][CH:21]=[CH:20][C:19]=2[NH2:24])=[N:16][N:17]=1. (3) Given the reactants ClC1C(C=O)=C(OC(F)(F)F)C=C2C=1NC(=O)N(CC1C=C(Cl)C=CC=1S(CC)(=O)=O)C2=O.C(OC(=O)NC[C@@H]1CCNC1)(C)(C)C.C(OC(=O)[NH:54][C@H:55]1[CH2:60][CH2:59][CH2:58][N:57]([CH2:61][C:62]2[C:71]([Cl:72])=[C:70]3[C:65]([C:66](=[O:87])[N:67]([CH2:74][C:75]4[CH:80]=[C:79]([Cl:81])[CH:78]=[CH:77][C:76]=4[S:82]([CH2:85][CH3:86])(=[O:84])=[O:83])[C:68](=[O:73])[NH:69]3)=[CH:64][C:63]=2[O:88][C:89]([F:92])([F:91])[F:90])[CH2:56]1)(C)(C)C, predict the reaction product. The product is: [NH2:54][CH2:55][C@@H:60]1[CH2:59][CH2:58][N:57]([CH2:61][C:62]2[C:71]([Cl:72])=[C:70]3[C:65]([C:66](=[O:87])[N:67]([CH2:74][C:75]4[CH:80]=[C:79]([Cl:81])[CH:78]=[CH:77][C:76]=4[S:82]([CH2:85][CH3:86])(=[O:83])=[O:84])[C:68](=[O:73])[NH:69]3)=[CH:64][C:63]=2[O:88][C:89]([F:92])([F:91])[F:90])[CH2:56]1.